Dataset: NCI-60 drug combinations with 297,098 pairs across 59 cell lines. Task: Regression. Given two drug SMILES strings and cell line genomic features, predict the synergy score measuring deviation from expected non-interaction effect. (1) Drug 1: CC(CN1CC(=O)NC(=O)C1)N2CC(=O)NC(=O)C2. Drug 2: CC1=C(C=C(C=C1)NC(=O)C2=CC=C(C=C2)CN3CCN(CC3)C)NC4=NC=CC(=N4)C5=CN=CC=C5. Cell line: A549. Synergy scores: CSS=34.8, Synergy_ZIP=3.08, Synergy_Bliss=3.68, Synergy_Loewe=-1.99, Synergy_HSA=1.73. (2) Drug 1: C1CC(C1)(C(=O)O)C(=O)O.[NH2-].[NH2-].[Pt+2]. Drug 2: CC(C)(C#N)C1=CC(=CC(=C1)CN2C=NC=N2)C(C)(C)C#N. Cell line: NCI-H522. Synergy scores: CSS=4.38, Synergy_ZIP=-2.12, Synergy_Bliss=-0.801, Synergy_Loewe=-1.15, Synergy_HSA=-1.33. (3) Drug 1: C1C(C(OC1N2C=C(C(=O)NC2=O)F)CO)O. Drug 2: CCC1(CC2CC(C3=C(CCN(C2)C1)C4=CC=CC=C4N3)(C5=C(C=C6C(=C5)C78CCN9C7C(C=CC9)(C(C(C8N6C=O)(C(=O)OC)O)OC(=O)C)CC)OC)C(=O)OC)O.OS(=O)(=O)O. Cell line: NCI-H322M. Synergy scores: CSS=5.49, Synergy_ZIP=-3.07, Synergy_Bliss=-6.95, Synergy_Loewe=-7.43, Synergy_HSA=-11.6.